This data is from NCI-60 drug combinations with 297,098 pairs across 59 cell lines. The task is: Regression. Given two drug SMILES strings and cell line genomic features, predict the synergy score measuring deviation from expected non-interaction effect. (1) Drug 1: C1=CC(=CC=C1CCC2=CNC3=C2C(=O)NC(=N3)N)C(=O)NC(CCC(=O)O)C(=O)O. Drug 2: C1=C(C(=O)NC(=O)N1)N(CCCl)CCCl. Cell line: CAKI-1. Synergy scores: CSS=50.8, Synergy_ZIP=-9.69, Synergy_Bliss=-8.97, Synergy_Loewe=-5.29, Synergy_HSA=-4.32. (2) Drug 2: C1=CC=C(C(=C1)C(C2=CC=C(C=C2)Cl)C(Cl)Cl)Cl. Cell line: NCI-H460. Drug 1: CC1CCC2CC(C(=CC=CC=CC(CC(C(=O)C(C(C(=CC(C(=O)CC(OC(=O)C3CCCCN3C(=O)C(=O)C1(O2)O)C(C)CC4CCC(C(C4)OC)O)C)C)O)OC)C)C)C)OC. Synergy scores: CSS=-4.87, Synergy_ZIP=2.64, Synergy_Bliss=1.81, Synergy_Loewe=-3.18, Synergy_HSA=-2.91. (3) Drug 1: C1=NC2=C(N=C(N=C2N1C3C(C(C(O3)CO)O)F)Cl)N. Drug 2: C1CN(P(=O)(OC1)NCCCl)CCCl. Cell line: NCI-H460. Synergy scores: CSS=-0.141, Synergy_ZIP=0.939, Synergy_Bliss=-0.0226, Synergy_Loewe=0.669, Synergy_HSA=-1.86. (4) Drug 1: C1=NNC2=C1C(=O)NC=N2. Drug 2: C1CC(=O)NC(=O)C1N2C(=O)C3=CC=CC=C3C2=O. Cell line: K-562. Synergy scores: CSS=-3.04, Synergy_ZIP=3.56, Synergy_Bliss=4.01, Synergy_Loewe=-0.415, Synergy_HSA=-1.12. (5) Drug 1: COC1=NC(=NC2=C1N=CN2C3C(C(C(O3)CO)O)O)N. Cell line: SNB-75. Synergy scores: CSS=4.74, Synergy_ZIP=0.524, Synergy_Bliss=3.78, Synergy_Loewe=-4.93, Synergy_HSA=0.253. Drug 2: CC1=C(C(=CC=C1)Cl)NC(=O)C2=CN=C(S2)NC3=CC(=NC(=N3)C)N4CCN(CC4)CCO. (6) Synergy scores: CSS=9.63, Synergy_ZIP=-6.47, Synergy_Bliss=-4.79, Synergy_Loewe=-8.20, Synergy_HSA=-4.92. Drug 1: CCC1(CC2CC(C3=C(CCN(C2)C1)C4=CC=CC=C4N3)(C5=C(C=C6C(=C5)C78CCN9C7C(C=CC9)(C(C(C8N6C=O)(C(=O)OC)O)OC(=O)C)CC)OC)C(=O)OC)O.OS(=O)(=O)O. Cell line: OVCAR3. Drug 2: CC1=C(N=C(N=C1N)C(CC(=O)N)NCC(C(=O)N)N)C(=O)NC(C(C2=CN=CN2)OC3C(C(C(C(O3)CO)O)O)OC4C(C(C(C(O4)CO)O)OC(=O)N)O)C(=O)NC(C)C(C(C)C(=O)NC(C(C)O)C(=O)NCCC5=NC(=CS5)C6=NC(=CS6)C(=O)NCCC[S+](C)C)O. (7) Drug 1: CCC1=CC2CC(C3=C(CN(C2)C1)C4=CC=CC=C4N3)(C5=C(C=C6C(=C5)C78CCN9C7C(C=CC9)(C(C(C8N6C)(C(=O)OC)O)OC(=O)C)CC)OC)C(=O)OC.C(C(C(=O)O)O)(C(=O)O)O. Drug 2: CN(C)N=NC1=C(NC=N1)C(=O)N. Cell line: CCRF-CEM. Synergy scores: CSS=49.9, Synergy_ZIP=-4.59, Synergy_Bliss=-7.78, Synergy_Loewe=-6.83, Synergy_HSA=-5.01. (8) Drug 1: CS(=O)(=O)C1=CC(=C(C=C1)C(=O)NC2=CC(=C(C=C2)Cl)C3=CC=CC=N3)Cl. Drug 2: C(CN)CNCCSP(=O)(O)O. Cell line: SW-620. Synergy scores: CSS=-1.29, Synergy_ZIP=0.733, Synergy_Bliss=-2.19, Synergy_Loewe=-4.11, Synergy_HSA=-4.75. (9) Drug 1: CC1=C(C(CCC1)(C)C)C=CC(=CC=CC(=CC(=O)O)C)C. Drug 2: CC1=C(C=C(C=C1)C(=O)NC2=CC(=CC(=C2)C(F)(F)F)N3C=C(N=C3)C)NC4=NC=CC(=N4)C5=CN=CC=C5. Cell line: A549. Synergy scores: CSS=10.8, Synergy_ZIP=-1.60, Synergy_Bliss=5.06, Synergy_Loewe=-1.88, Synergy_HSA=3.29.